Task: Predict the reactants needed to synthesize the given product.. Dataset: Full USPTO retrosynthesis dataset with 1.9M reactions from patents (1976-2016) Given the product [CH3:1][O:2][C:3](=[O:15])[C:4]1[CH:5]=[C:6]([O:14][CH2:41][CH2:40][C:37]2[CH:38]=[CH:39][S:35][CH:36]=2)[CH:7]=[C:8]([O:10][CH:11]([CH3:13])[CH3:12])[CH:9]=1, predict the reactants needed to synthesize it. The reactants are: [CH3:1][O:2][C:3](=[O:15])[C:4]1[CH:9]=[C:8]([O:10][CH:11]([CH3:13])[CH3:12])[CH:7]=[C:6]([OH:14])[CH:5]=1.C1C=CC(P(C2C=CC=CC=2)C2C=CC=CC=2)=CC=1.[S:35]1[CH:39]=[CH:38][C:37]([CH2:40][CH2:41]O)=[CH:36]1.CC(OC(/N=N/C(OC(C)C)=O)=O)C.